This data is from Orexin1 receptor HTS with 218,158 compounds and 233 confirmed actives. The task is: Binary Classification. Given a drug SMILES string, predict its activity (active/inactive) in a high-throughput screening assay against a specified biological target. (1) The molecule is O(Cn1c(c(nc1)c1ccccc1)c1ccccc1)C. The result is 0 (inactive). (2) The compound is Fc1ccc(CN2C(=O)C(N(C(=O)C3CCCC3)CC=CC2c2ccc(OC)cc2)C)cc1. The result is 0 (inactive). (3) The drug is N12CC3(CN(C2)CN(C3)C1)\C(=N\N)c1ccccc1. The result is 0 (inactive). (4) The compound is S(CC(=O)N(CCCC)c1c(n(Cc2ccccc2)c(=O)[nH]c1=O)N)c1n(c(nn1)C(F)(F)F)C. The result is 0 (inactive). (5) The molecule is FC(F)Oc1c(NC(=O)CN2C(=O)C3(NC2=O)CCCc2c3cccc2)cccc1. The result is 0 (inactive). (6) The compound is S(=O)(=O)(N1CCC(CC1)C(=O)NC1CCCCCC1)c1c2ncccc2ccc1. The result is 0 (inactive).